Dataset: Full USPTO retrosynthesis dataset with 1.9M reactions from patents (1976-2016). Task: Predict the reactants needed to synthesize the given product. (1) Given the product [ClH:1].[CH2:26]([N:4]([CH2:2][CH3:3])[CH:5]1[CH2:10][CH2:9][N:8]([C:11](=[O:25])[CH2:12][CH2:13][C:14]2[N:15]([CH2:19][C:20]([O:22][CH2:23][CH3:24])=[O:21])[CH:16]=[CH:17][N:18]=2)[CH2:7][CH2:6]1)[CH3:27], predict the reactants needed to synthesize it. The reactants are: [ClH:1].[CH2:2]([N:4]([CH2:26][CH3:27])[CH:5]1[CH2:10][CH2:9][N:8]([C:11](=[O:25])[CH2:12][CH2:13][C:14]2[N:15]([CH2:19][C:20]([O:22][CH2:23][CH3:24])=[O:21])[CH:16]=[CH:17][N:18]=2)[CH2:7][CH2:6]1)[CH3:3]. (2) Given the product [F:1][C:2]1[CH:7]=[CH:6][C:5]([CH2:8][O:9][C:10]2[CH:19]=[CH:18][C:17]([CH2:20][CH2:21][CH2:22][N:23]3[CH2:24][CH2:25][O:26][CH2:27][CH2:28]3)=[CH:16][C:11]=2[C:12]([NH:41][C:42]2[CH:43]=[N:44][CH:45]=[CH:46][CH:47]=2)=[O:14])=[CH:4][CH:3]=1, predict the reactants needed to synthesize it. The reactants are: [F:1][C:2]1[CH:7]=[CH:6][C:5]([CH2:8][O:9][C:10]2[CH:19]=[CH:18][C:17]([CH2:20][CH2:21][CH2:22][N:23]3[CH2:28][CH2:27][O:26][CH2:25][CH2:24]3)=[CH:16][C:11]=2[C:12]([O:14]C)=O)=[CH:4][CH:3]=1.[OH-].[Li+].Cl.C(N(C(C)C)CC)(C)C.[NH2:41][C:42]1[CH:43]=[N:44][CH:45]=[CH:46][CH:47]=1.ON1C2N=CC=CC=2N=N1.C(Cl)CCl. (3) Given the product [N:1]1([CH:18]([NH:15][C:14]2[CH:16]=[CH:17][C:11]([Br:10])=[CH:12][CH:13]=2)[CH3:19])[C:5]2[CH:6]=[CH:7][CH:8]=[CH:9][C:4]=2[N:3]=[N:2]1, predict the reactants needed to synthesize it. The reactants are: [NH:1]1[C:5]2[CH:6]=[CH:7][CH:8]=[CH:9][C:4]=2[N:3]=[N:2]1.[Br:10][C:11]1[CH:17]=[CH:16][C:14]([NH2:15])=[CH:13][CH:12]=1.[CH:18](=O)[CH3:19]. (4) Given the product [CH2:15]([S:19]([NH:1][C:2]1[CH:7]=[CH:6][N:5]=[CH:4][CH:3]=1)(=[O:21])=[O:20])[CH2:16][CH2:17][CH3:18], predict the reactants needed to synthesize it. The reactants are: [NH2:1][C:2]1[CH:7]=[CH:6][N:5]=[CH:4][CH:3]=1.C(N(CC)CC)C.[CH2:15]([S:19](Cl)(=[O:21])=[O:20])[CH2:16][CH2:17][CH3:18]. (5) Given the product [CH3:15][S:16]([O:1][CH:2]1[CH2:7][CH2:6][CH2:5][N:4]([C:8]([O:10][C:11]([CH3:14])([CH3:13])[CH3:12])=[O:9])[CH2:3]1)(=[O:18])=[O:17], predict the reactants needed to synthesize it. The reactants are: [OH:1][CH:2]1[CH2:7][CH2:6][CH2:5][N:4]([C:8]([O:10][C:11]([CH3:14])([CH3:13])[CH3:12])=[O:9])[CH2:3]1.[CH3:15][S:16](O[S:16]([CH3:15])(=[O:18])=[O:17])(=[O:18])=[O:17]. (6) Given the product [CH2:1]([CH:3]([CH2:25][CH2:26][CH2:27][CH3:28])[CH2:4][CH:5]([NH2:14])[CH2:6][CH:7]([CH2:12][CH3:13])[CH2:8][CH2:9][CH2:10][CH3:11])[CH3:2], predict the reactants needed to synthesize it. The reactants are: [CH2:1]([CH:3]([CH2:25][CH2:26][CH2:27][CH3:28])[CH2:4][CH:5]([N:14]1C(=O)C2C(=CC=CC=2)C1=O)[CH2:6][CH:7]([CH2:12][CH3:13])[CH2:8][CH2:9][CH2:10][CH3:11])[CH3:2].N#N.O.NN.Cl.[OH-].[Na+]. (7) Given the product [I-:20].[NH2:24][C:23]1[CH:22]=[C:21]([P+:7]([C:8]2[CH:9]=[CH:10][CH:11]=[CH:12][CH:13]=2)([C:14]2[CH:19]=[CH:18][CH:17]=[CH:16][CH:15]=2)[C:1]2[CH:2]=[CH:3][CH:4]=[CH:5][CH:6]=2)[CH:27]=[CH:26][CH:25]=1, predict the reactants needed to synthesize it. The reactants are: [C:1]1([P:7]([C:14]2[CH:19]=[CH:18][CH:17]=[CH:16][CH:15]=2)[C:8]2[CH:13]=[CH:12][CH:11]=[CH:10][CH:9]=2)[CH:6]=[CH:5][CH:4]=[CH:3][CH:2]=1.[I:20][C:21]1[CH:22]=[C:23]([CH:25]=[CH:26][CH:27]=1)[NH2:24]. (8) Given the product [C:14]([C:6]1[CH:5]=[CH:4][C:3]([NH:9][S:10]([CH3:13])(=[O:12])=[O:11])=[C:2]([F:1])[CH:7]=1)#[N:15], predict the reactants needed to synthesize it. The reactants are: [F:1][C:2]1[CH:7]=[C:6](I)[CH:5]=[CH:4][C:3]=1[NH:9][S:10]([CH3:13])(=[O:12])=[O:11].[C:14]([Zn]C#N)#[N:15].